Dataset: Reaction yield outcomes from USPTO patents with 853,638 reactions. Task: Predict the reaction yield, written as a fraction of the theoretical maximum amount of product (1.0 means a 100% yield; for example, 0.34 means a 34% yield). (1) The catalyst is O. The reactants are CN(C)C=O.[N:6]1[C:10]2[CH:11]=[CH:12][CH:13]=[CH:14][C:9]=2[NH:8][C:7]=1[S:15][CH2:16][CH2:17][CH2:18][C:19]([O:21][CH2:22][CH3:23])=[O:20].Cl[CH2:25][C:26]1[C:35]2[C:30](=[CH:31][CH:32]=[CH:33][CH:34]=2)[CH:29]=[CH:28][CH:27]=1.C(=O)([O-])[O-].[K+].[K+]. The product is [C:26]1([CH2:25][N:6]2[C:10]3[CH:11]=[CH:12][CH:13]=[CH:14][C:9]=3[N:8]=[C:7]2[S:15][CH2:16][CH2:17][CH2:18][C:19]([O:21][CH2:22][CH3:23])=[O:20])[C:35]2[C:30](=[CH:31][CH:32]=[CH:33][CH:34]=2)[CH:29]=[CH:28][CH:27]=1. The yield is 0.770. (2) The reactants are [CH3:1][O:2][C:3]1[CH:20]=[CH:19][C:6]([CH2:7][N:8]2[C:12]3[N:13]=[CH:14][CH:15]=[C:16]([OH:17])[C:11]=3[C:10]([CH3:18])=[N:9]2)=[CH:5][CH:4]=1.F[C:22]1[CH:27]=[CH:26][C:25]([N+:28]([O-:30])=[O:29])=[CH:24][C:23]=1[CH3:31]. No catalyst specified. The product is [CH3:1][O:2][C:3]1[CH:4]=[CH:5][C:6]([CH2:7][N:8]2[C:12]3=[N:13][CH:14]=[CH:15][C:16]([O:17][C:22]4[CH:27]=[CH:26][C:25]([N+:28]([O-:30])=[O:29])=[CH:24][C:23]=4[CH3:31])=[C:11]3[C:10]([CH3:18])=[N:9]2)=[CH:19][CH:20]=1. The yield is 0.480.